This data is from Full USPTO retrosynthesis dataset with 1.9M reactions from patents (1976-2016). The task is: Predict the reactants needed to synthesize the given product. (1) Given the product [NH2:1][C:2]1[C:11]([C:12]2[S:13][C:14]3[CH:20]=[CH:19][C:18]([NH:21][C:31]([C:23]4[O:22][C:26]5[CH:27]=[CH:28][CH:29]=[CH:30][C:25]=5[CH:24]=4)=[O:32])=[CH:17][C:15]=3[CH:16]=2)=[CH:10][C:5]([C:6]([O:8][CH3:9])=[O:7])=[CH:4][N:3]=1, predict the reactants needed to synthesize it. The reactants are: [NH2:1][C:2]1[C:11]([C:12]2[S:13][C:14]3[CH:20]=[CH:19][C:18]([NH2:21])=[CH:17][C:15]=3[CH:16]=2)=[CH:10][C:5]([C:6]([O:8][CH3:9])=[O:7])=[CH:4][N:3]=1.[O:22]1[C:26]2[CH:27]=[CH:28][CH:29]=[CH:30][C:25]=2[CH:24]=[C:23]1[C:31](O)=[O:32]. (2) Given the product [ClH:42].[F:28][C:26]([F:27])([F:29])[C:21]1[CH:22]=[CH:23][CH:24]=[CH:25][C:20]=1[CH:19]([O:18][CH:16]1[CH2:17][NH:14][CH2:15]1)[C:30]1[CH:35]=[CH:34][C:33]([O:36][C:37]([F:40])([F:39])[F:38])=[CH:32][CH:31]=1, predict the reactants needed to synthesize it. The reactants are: C([N:14]1[CH2:17][CH:16]([O:18][CH:19]([C:30]2[CH:35]=[CH:34][C:33]([O:36][C:37]([F:40])([F:39])[F:38])=[CH:32][CH:31]=2)[C:20]2[CH:25]=[CH:24][CH:23]=[CH:22][C:21]=2[C:26]([F:29])([F:28])[F:27])[CH2:15]1)(C1C=CC=CC=1)C1C=CC=CC=1.Cl.[Cl:42]C1C=CC=CC=1C(OC1CNC1)C1C=CC(Cl)=CC=1.